From a dataset of Full USPTO retrosynthesis dataset with 1.9M reactions from patents (1976-2016). Predict the reactants needed to synthesize the given product. Given the product [CH3:1][O:2][C:3]1[CH:11]=[C:10]2[C:6](=[CH:5][CH:4]=1)[CH2:7][CH:8]=[CH:9]2, predict the reactants needed to synthesize it. The reactants are: [CH3:1][O:2][C:3]1[CH:11]=[C:10]2[C:6]([CH2:7][CH2:8][CH:9]2O)=[CH:5][CH:4]=1.O.C1(C)C=CC(S(O)(=O)=O)=CC=1.C1(C=CC(O)=CC=1)O.C1(C)C=CC=CC=1.